From a dataset of Forward reaction prediction with 1.9M reactions from USPTO patents (1976-2016). Predict the product of the given reaction. (1) Given the reactants [F:1][C:2]1[CH:7]=[C:6]([F:8])[CH:5]=[CH:4][C:3]=1[C:9]1[CH:14]=[CH:13][C:12]([O:15][CH2:16][C:17]2[CH:18]=[C:19]([CH:23]=[CH:24][C:25]=2[F:26])[C:20](O)=[O:21])=[CH:11][CH:10]=1.B, predict the reaction product. The product is: [F:1][C:2]1[CH:7]=[C:6]([F:8])[CH:5]=[CH:4][C:3]=1[C:9]1[CH:10]=[CH:11][C:12]([O:15][CH2:16][C:17]2[CH:18]=[C:19]([CH2:20][OH:21])[CH:23]=[CH:24][C:25]=2[F:26])=[CH:13][CH:14]=1. (2) Given the reactants [Br:1][C:2]1[CH:3]=[C:4]2[C:9](=[CH:10][CH:11]=1)[CH2:8][NH:7][CH2:6][CH2:5]2.[Br:12][C:13]1[CH:14]=[CH:15][CH:16]=[C:17]2[C:22]=1[CH2:21][NH:20][CH2:19][CH2:18]2.CCN(C(C)C)C(C)C.[O:32]([C:40]([O:42][C:43]([CH3:46])([CH3:45])[CH3:44])=[O:41])[C:33]([O:35][C:36]([CH3:39])([CH3:38])[CH3:37])=O, predict the reaction product. The product is: [Br:1][C:2]1[CH:3]=[C:4]2[C:9](=[CH:10][CH:11]=1)[CH2:8][N:7]([C:33]([O:35][C:36]([CH3:39])([CH3:38])[CH3:37])=[O:32])[CH2:6][CH2:5]2.[Br:12][C:13]1[CH:14]=[CH:15][CH:16]=[C:17]2[C:22]=1[CH2:21][N:20]([C:40]([O:42][C:43]([CH3:44])([CH3:45])[CH3:46])=[O:41])[CH2:19][CH2:18]2. (3) Given the reactants [H-].[Al+3].[Li+].[H-].[H-].[H-].[NH2:7][C:8]1[C:13]([C:14](OCC)=[O:15])=[CH:12][N:11]=[C:10]([Cl:19])[CH:9]=1, predict the reaction product. The product is: [NH2:7][C:8]1[CH:9]=[C:10]([Cl:19])[N:11]=[CH:12][C:13]=1[CH2:14][OH:15].